Dataset: Full USPTO retrosynthesis dataset with 1.9M reactions from patents (1976-2016). Task: Predict the reactants needed to synthesize the given product. (1) Given the product [CH3:1][O:2][CH2:3][O:4][C:5]1[C:9]([C:10]([O:12][CH2:13][CH3:14])=[O:11])=[CH:8][N:7]([C:17]2[CH:18]=[CH:19][CH:20]=[CH:21][C:16]=2[CH3:15])[N:6]=1, predict the reactants needed to synthesize it. The reactants are: [CH3:1][O:2][CH2:3][O:4][C:5]1[C:9]([C:10]([O:12][CH2:13][CH3:14])=[O:11])=[CH:8][NH:7][N:6]=1.[CH3:15][C:16]1[CH:21]=[CH:20][CH:19]=[CH:18][C:17]=1B(O)O.N1C=CC=CC=1.ClCCl. (2) Given the product [CH:1]1([N:5]2[CH2:11][CH2:10][C:9]3[CH:12]=[C:13]([CH2:16][C:17](=[O:29])[CH2:18][CH:19]4[CH2:20][CH2:21][N:22]([C:25](=[O:28])[CH2:26][CH3:27])[CH2:23][CH2:24]4)[CH:14]=[CH:15][C:8]=3[CH2:7][CH2:6]2)[CH2:4][CH2:3][CH2:2]1, predict the reactants needed to synthesize it. The reactants are: [CH:1]1([N:5]2[CH2:11][CH2:10][C:9]3[CH:12]=[C:13]([CH:16](S(C4C=CC=CC=4)(=O)=O)[C:17](=[O:29])[CH2:18][CH:19]4[CH2:24][CH2:23][N:22]([C:25](=[O:28])[CH2:26][CH3:27])[CH2:21][CH2:20]4)[CH:14]=[CH:15][C:8]=3[CH2:7][CH2:6]2)[CH2:4][CH2:3][CH2:2]1.[Cl-].[NH4+].C(O)(=O)C.[OH-].[Na+]. (3) The reactants are: [CH3:1][C:2]1[C:11]([N:12]2[CH2:17][CH2:16][N:15](CC3C=CC=CC=3)[CH2:14][CH2:13]2)=[N:10][C:9]2[C:4](=[CH:5][CH:6]=[CH:7][CH:8]=2)[N:3]=1.C([O-])=O.[NH4+]. Given the product [CH3:1][C:2]1[C:11]([N:12]2[CH2:17][CH2:16][NH:15][CH2:14][CH2:13]2)=[N:10][C:9]2[C:4](=[CH:5][CH:6]=[CH:7][CH:8]=2)[N:3]=1, predict the reactants needed to synthesize it. (4) Given the product [C:8]1([C:3]2[C:4]([OH:5])=[N:6][N:7]3[C:18]([C:19]([F:20])([F:22])[F:21])=[CH:17][C:16]([C:15]([F:14])([F:25])[F:26])=[N:2][C:1]=23)[CH:13]=[CH:12][CH:11]=[CH:10][CH:9]=1, predict the reactants needed to synthesize it. The reactants are: [C:1]([CH:3]([C:8]1[CH:13]=[CH:12][CH:11]=[CH:10][CH:9]=1)[C:4]([NH:6][NH2:7])=[O:5])#[N:2].[F:14][C:15]([F:26])([F:25])[C:16](=O)[CH2:17][C:18](=O)[C:19]([F:22])([F:21])[F:20]. (5) Given the product [ClH:29].[CH2:1]([S:8][CH:9]1[C:15]2[CH:16]=[CH:17][CH:18]=[CH:19][C:14]=2[CH2:13][CH2:12][CH:11]([NH2:20])[C:10]1=[O:28])[C:2]1[CH:3]=[CH:4][CH:5]=[CH:6][CH:7]=1, predict the reactants needed to synthesize it. The reactants are: [CH2:1]([S:8][CH:9]1[C:15]2[CH:16]=[CH:17][CH:18]=[CH:19][C:14]=2[CH2:13][CH2:12][CH:11]([NH:20]C(OC(C)(C)C)=O)[C:10]1=[O:28])[C:2]1[CH:7]=[CH:6][CH:5]=[CH:4][CH:3]=1.[ClH:29]. (6) Given the product [NH4+:13].[OH-:5].[CH3:21][OH:22].[CH3:11][CH2:12][O:10][C:4]([CH3:6])=[O:5], predict the reactants needed to synthesize it. The reactants are: C(Cl)Cl.[C:4]([OH:10])([C:6](F)(F)F)=[O:5].[CH3:11][CH2:12][N:13](C(C)C)C(C)C.C[CH2:21][O:22]P(ON1N=NC2C=CC=CC=2C1=O)(OCC)=O. (7) Given the product [Cl:1][C:2]1[CH:8]=[C:7]([O:9][C:10]2[C:19]3[C:14](=[CH:15][C:16]([O:22][CH3:23])=[C:17]([O:20][CH3:21])[CH:18]=3)[N:13]=[CH:12][N:11]=2)[CH:6]=[CH:5][C:3]=1[NH:4][C:35]([NH:43][C:44]1[S:45][CH:46]=[C:47]([CH3:49])[N:48]=1)=[O:41], predict the reactants needed to synthesize it. The reactants are: [Cl:1][C:2]1[CH:8]=[C:7]([O:9][C:10]2[C:19]3[C:14](=[CH:15][C:16]([O:22][CH3:23])=[C:17]([O:20][CH3:21])[CH:18]=3)[N:13]=[CH:12][N:11]=2)[CH:6]=[CH:5][C:3]=1[NH2:4].C(N(CC)CC)C.ClC(Cl)(O[C:35](=[O:41])OC(Cl)(Cl)Cl)Cl.[NH2:43][C:44]1[S:45][CH:46]=[C:47]([CH3:49])[N:48]=1. (8) The reactants are: [Cl:1][C:2]1[CH:7]=[CH:6][C:5]([CH:8]([NH:21][C:22]2[CH:27]=[C:26]([CH3:28])[C:25](=[O:29])[N:24]([CH3:30])[CH:23]=2)[C:9]2[N:10]([CH:18]3[CH2:20][CH2:19]3)[CH:11]=[CH:12][C:13]=2[C:14]([O:16]C)=[O:15])=[CH:4][CH:3]=1.[OH-].[Na+]. Given the product [Cl:1][C:2]1[CH:3]=[CH:4][C:5]([CH:8]([NH:21][C:22]2[CH:27]=[C:26]([CH3:28])[C:25](=[O:29])[N:24]([CH3:30])[CH:23]=2)[C:9]2[N:10]([CH:18]3[CH2:19][CH2:20]3)[CH:11]=[CH:12][C:13]=2[C:14]([OH:16])=[O:15])=[CH:6][CH:7]=1, predict the reactants needed to synthesize it.